From a dataset of Reaction yield outcomes from USPTO patents with 853,638 reactions. Predict the reaction yield, written as a fraction of the theoretical maximum amount of product (1.0 means a 100% yield; for example, 0.34 means a 34% yield). The reactants are Cl[C:2]1[CH:7]=[CH:6][C:5]([N+:8]([O-:10])=[O:9])=[CH:4][N:3]=1.OC(C(F)(F)F)=O.[CH2:18]1[C:23]2([CH2:28][CH2:27][NH:26][CH2:25][CH2:24]2)[CH2:22][CH2:21][CH:20]([CH2:29][C:30]([O:32][CH3:33])=[O:31])[CH2:19]1.C(N(CC)CC)C. The catalyst is C(Cl)Cl.CCOC(C)=O.O. The product is [N+:8]([C:5]1[CH:6]=[CH:7][C:2]([N:26]2[CH2:25][CH2:24][C:23]3([CH2:18][CH2:19][CH:20]([CH2:29][C:30]([O:32][CH3:33])=[O:31])[CH2:21][CH2:22]3)[CH2:28][CH2:27]2)=[N:3][CH:4]=1)([O-:10])=[O:9]. The yield is 0.900.